From a dataset of P-glycoprotein inhibition data for predicting drug efflux from Broccatelli et al.. Regression/Classification. Given a drug SMILES string, predict its absorption, distribution, metabolism, or excretion properties. Task type varies by dataset: regression for continuous measurements (e.g., permeability, clearance, half-life) or binary classification for categorical outcomes (e.g., BBB penetration, CYP inhibition). Dataset: pgp_broccatelli. (1) The compound is CCC(=O)O[C@]1(C(=O)CCl)[C@H](C)C[C@@H]2[C@H]3CCC4=CC(=O)C=C[C@@]4(C)[C@@]3(F)[C@H](O)C[C@]21C. The result is 0 (non-inhibitor). (2) The compound is COc1cc2c(cc1OC)CN(CCc1ccc(NC(=O)c3cnc4ccccc4n3)cc1)CC2. The result is 1 (inhibitor).